From a dataset of Catalyst prediction with 721,799 reactions and 888 catalyst types from USPTO. Predict which catalyst facilitates the given reaction. (1) Reactant: [CH3:1][C:2]1[S:6][C:5]([C:7]2[CH:12]=[CH:11][CH:10]=[CH:9][N:8]=2)=[N:4][C:3]=1[OH:13].[H-].[Na+].C1C=CC(N([S:23]([C:26]([F:29])([F:28])[F:27])(=[O:25])=[O:24])[S:23]([C:26]([F:29])([F:28])[F:27])(=[O:25])=[O:24])=CC=1.O. Product: [CH3:1][C:2]1[S:6][C:5]([C:7]2[CH:12]=[CH:11][CH:10]=[CH:9][N:8]=2)=[N:4][C:3]=1[O:13][S:23]([C:26]([F:29])([F:28])[F:27])(=[O:25])=[O:24]. The catalyst class is: 1. (2) Reactant: [F:1][CH:2]([F:11])[C:3]1[C:7]([C:8](Cl)=[O:9])=[CH:6][NH:5][N:4]=1.[Cl:12][C:13]1[CH:18]=[C:17]([Cl:19])[CH:16]=[CH:15][C:14]=1[CH2:20][CH:21]([NH:23][O:24][CH3:25])[CH3:22].[CH2:26](N(CC)CC)C. Product: [Cl:12][C:13]1[CH:18]=[C:17]([Cl:19])[CH:16]=[CH:15][C:14]=1[CH2:20][CH:21]([N:23]([O:24][CH3:25])[C:8]([C:7]1[C:3]([CH:2]([F:11])[F:1])=[N:4][N:5]([CH3:26])[CH:6]=1)=[O:9])[CH3:22]. The catalyst class is: 4. (3) Reactant: [NH2:1][C:2]1[N:3]=[C:4]2[CH:9]=[CH:8][C:7]([O:10][C:11]3[CH:12]=[C:13]([NH:17][C:18](=[O:30])[C:19]4[CH:24]=[CH:23][CH:22]=[C:21]([C:25]5([C:28]#[N:29])[CH2:27][CH2:26]5)[CH:20]=4)[CH:14]=[CH:15][CH:16]=3)=[N:6][N:5]2[CH:31]=1.C(N(CC)CC)C.[Cl:39][CH2:40][C:41](Cl)=[O:42]. Product: [Cl:39][CH2:40][C:41]([NH:1][C:2]1[N:3]=[C:4]2[CH:9]=[CH:8][C:7]([O:10][C:11]3[CH:12]=[C:13]([NH:17][C:18](=[O:30])[C:19]4[CH:24]=[CH:23][CH:22]=[C:21]([C:25]5([C:28]#[N:29])[CH2:27][CH2:26]5)[CH:20]=4)[CH:14]=[CH:15][CH:16]=3)=[N:6][N:5]2[CH:31]=1)=[O:42]. The catalyst class is: 7. (4) Product: [Br-:23].[OH:10][C:9]([C:17]1[CH:22]=[CH:21][CH:20]=[CH:19][CH:18]=1)([C:11]1[CH:12]=[CH:13][CH:14]=[CH:15][CH:16]=1)[C:4]12[CH2:5][CH2:6][N+:1]([CH2:24][CH2:25][CH2:26][O:27][C:28]3[CH:33]=[CH:32][C:31]([O:34][CH2:35][C:36]4[CH:41]=[CH:40][CH:39]=[CH:38][CH:37]=4)=[CH:30][CH:29]=3)([CH2:2][CH2:3]1)[CH2:8][CH2:7]2. Reactant: [N:1]12[CH2:8][CH2:7][C:4]([C:9]([C:17]3[CH:22]=[CH:21][CH:20]=[CH:19][CH:18]=3)([C:11]3[CH:16]=[CH:15][CH:14]=[CH:13][CH:12]=3)[OH:10])([CH2:5][CH2:6]1)[CH2:3][CH2:2]2.[Br:23][CH2:24][CH2:25][CH2:26][O:27][C:28]1[CH:33]=[CH:32][C:31]([O:34][CH2:35][C:36]2[CH:41]=[CH:40][CH:39]=[CH:38][CH:37]=2)=[CH:30][CH:29]=1. The catalyst class is: 23. (5) Reactant: [C:1]1(=O)[CH2:6][CH2:5][CH2:4][CH2:3][CH2:2]1.[C:8]([CH2:10][C:11]([O:13][CH3:14])=[O:12])#[N:9].C([O-])(=O)C.[NH4+].C(O)(=O)C. Product: [CH3:14][O:13][C:11](=[O:12])[C:10]([C:8]#[N:9])=[C:1]1[CH2:6][CH2:5][CH2:4][CH2:3][CH2:2]1. The catalyst class is: 48. (6) Reactant: [Cl:1][C:2]1[CH:7]=[CH:6][CH:5]=[C:4]([Cl:8])[C:3]=1[CH2:9][S:10]([C:13]1[CH:14]=[C:15]2[C:19](=[CH:20][CH:21]=1)[NH:18][C:17](=[O:22])/[C:16]/2=[CH:23]\[C:24]1[NH:28][C:27]([CH3:29])=[C:26]([C:30]([OH:32])=O)[C:25]=1[CH3:33])(=[O:12])=[O:11].C1C=CC2N(O)N=NC=2C=1.CCN=C=NCCCN(C)C.[CH:55]1([NH:58][C:59]([C@@H:61]2[CH2:66][CH2:65][CH2:64][NH:63][CH2:62]2)=[O:60])[CH2:57][CH2:56]1. Product: [CH:55]1([NH:58][C:59]([C@@H:61]2[CH2:66][CH2:65][CH2:64][N:63]([C:30]([C:26]3[C:25]([CH3:33])=[C:24](/[CH:23]=[C:16]4\[C:17](=[O:22])[NH:18][C:19]5[C:15]\4=[CH:14][C:13]([S:10]([CH2:9][C:3]4[C:2]([Cl:1])=[CH:7][CH:6]=[CH:5][C:4]=4[Cl:8])(=[O:11])=[O:12])=[CH:21][CH:20]=5)[NH:28][C:27]=3[CH3:29])=[O:32])[CH2:62]2)=[O:60])[CH2:57][CH2:56]1. The catalyst class is: 85.